From a dataset of Full USPTO retrosynthesis dataset with 1.9M reactions from patents (1976-2016). Predict the reactants needed to synthesize the given product. (1) The reactants are: [CH:1]1([C:4]2[N:8]([CH3:9])[C:7]3[CH:10]=[C:11]([N:14]4[CH:19]=[CH:18][C:17]([OH:20])=[CH:16][C:15]4=[O:21])[CH:12]=[CH:13][C:6]=3[N:5]=2)[CH2:3][CH2:2]1.[F:22][C:23]([F:32])([F:31])[C:24]1[N:25]=[C:26]([CH2:29]O)[S:27][CH:28]=1.C1(P(C2C=CC=CC=2)C2C=CC=CC=2)C=CC=CC=1.N(C(OCCOC)=O)=NC(OCCOC)=O. Given the product [CH:1]1([C:4]2[N:8]([CH3:9])[C:7]3[CH:10]=[C:11]([N:14]4[CH:19]=[CH:18][C:17]([O:20][CH2:29][C:26]5[S:27][CH:28]=[C:24]([C:23]([F:32])([F:31])[F:22])[N:25]=5)=[CH:16][C:15]4=[O:21])[CH:12]=[CH:13][C:6]=3[N:5]=2)[CH2:2][CH2:3]1, predict the reactants needed to synthesize it. (2) Given the product [CH2:35]([C:36]1[NH:38][N:39]=[C:4]([C:6]2[CH:7]=[C:8]3[C:12](=[CH:13][CH:14]=2)[NH:11][N:10]=[C:9]3[C:15]2[CH:24]=[CH:23][C:22]3[C:17](=[CH:18][CH:19]=[C:20]([O:25][CH2:26][CH2:27][N:28]4[CH2:29][CH2:30][CH2:31][CH2:32]4)[CH:21]=3)[CH:16]=2)[N:5]=1)[CH:34]([CH3:40])[CH3:33], predict the reactants needed to synthesize it. The reactants are: C(O[C:4]([C:6]1[CH:7]=[C:8]2[C:12](=[CH:13][CH:14]=1)[NH:11][N:10]=[C:9]2[C:15]1[CH:24]=[CH:23][C:22]2[C:17](=[CH:18][CH:19]=[C:20]([O:25][CH2:26][CH2:27][N:28]3[CH2:32][CH2:31][CH2:30][CH2:29]3)[CH:21]=2)[CH:16]=1)=[NH:5])C.[CH3:33][CH:34]([CH3:40])[CH2:35][C:36]([NH:38][NH2:39])=O.C(N(CC)CC)C.